Dataset: Reaction yield outcomes from USPTO patents with 853,638 reactions. Task: Predict the reaction yield, written as a fraction of the theoretical maximum amount of product (1.0 means a 100% yield; for example, 0.34 means a 34% yield). (1) The yield is 0.520. The product is [C:1]1([S:7]([CH2:10][C:11]2[O:12][CH:20]=[N:14][N:13]=2)(=[O:8])=[O:9])[CH:2]=[CH:3][CH:4]=[CH:5][CH:6]=1. The reactants are [C:1]1([S:7]([CH2:10][C:11]([NH:13][NH2:14])=[O:12])(=[O:9])=[O:8])[CH:6]=[CH:5][CH:4]=[CH:3][CH:2]=1.P(Cl)(Cl)(Cl)=O.[CH:20](OC)(OC)OC. No catalyst specified. (2) The reactants are [F:1][C:2]1[CH:7]=[CH:6][C:5]([CH:8]([C:10]2[CH:15]=[C:14]([O:16][C:17]([F:22])([F:21])[CH:18]([F:20])[F:19])[CH:13]=[C:12]([F:23])[CH:11]=2)[OH:9])=[CH:4][C:3]=1[O:24][CH3:25]. The catalyst is C(Cl)Cl.[O-2].[O-2].[Mn+4]. The product is [F:1][C:2]1[CH:7]=[CH:6][C:5]([C:8]([C:10]2[CH:15]=[C:14]([O:16][C:17]([F:21])([F:22])[CH:18]([F:20])[F:19])[CH:13]=[C:12]([F:23])[CH:11]=2)=[O:9])=[CH:4][C:3]=1[O:24][CH3:25]. The yield is 0.980.